From a dataset of Reaction yield outcomes from USPTO patents with 853,638 reactions. Predict the reaction yield, written as a fraction of the theoretical maximum amount of product (1.0 means a 100% yield; for example, 0.34 means a 34% yield). (1) The reactants are [Cl:1][C:2]1[CH:7]=[CH:6][C:5]([C:8]2([C:11]3OC(=O)[S:13][N:12]=3)[CH2:10][CH2:9]2)=[CH:4][CH:3]=1.[S:17]([C:27]#[N:28])([C:20]1[CH:26]=[CH:25][C:23]([CH3:24])=[CH:22][CH:21]=1)(=[O:19])=[O:18].CCCCC. The catalyst is ClC1C=CC=CC=1Cl. The product is [Cl:1][C:2]1[CH:3]=[CH:4][C:5]([C:8]2([C:11]3[N:28]=[C:27]([S:17]([C:20]4[CH:26]=[CH:25][C:23]([CH3:24])=[CH:22][CH:21]=4)(=[O:19])=[O:18])[S:13][N:12]=3)[CH2:10][CH2:9]2)=[CH:6][CH:7]=1. The yield is 0.723. (2) The reactants are [CH:1]1([NH:6][C:7]2[CH:8]=[CH:9][CH:10]=[C:11]3[C:15]=2[NH:14][C:13]([C:16]2[S:17][CH2:18][C@@H:19]([CH2:21][OH:22])[N:20]=2)=[CH:12]3)[CH2:5][CH2:4][CH2:3][CH2:2]1.[CH3:23][S:24](Cl)(=[O:26])=[O:25].C(N(CC)CC)C.C(=O)(O)[O-].[Na+]. The yield is 0.600. The product is [CH:1]1([NH:6][C:7]2[CH:8]=[CH:9][CH:10]=[C:11]3[C:15]=2[NH:14][C:13]([C:16]2[S:17][CH2:18][C@@H:19]([CH2:21][O:22][S:24]([CH3:23])(=[O:26])=[O:25])[N:20]=2)=[CH:12]3)[CH2:2][CH2:3][CH2:4][CH2:5]1. The catalyst is ClCCl. (3) The reactants are [N:1]1[N:5]2[CH:6]=[CH:7][C:8](O)=[N:9][C:4]2=[CH:3][CH:2]=1.O=P(Cl)(Cl)[Cl:13]. No catalyst specified. The product is [Cl:13][C:8]1[CH:7]=[CH:6][N:5]2[N:1]=[CH:2][CH:3]=[C:4]2[N:9]=1. The yield is 0.680. (4) The reactants are [C:1]([NH2:10])(=[O:9])[C:2]1[C:3](=[CH:5][CH:6]=[CH:7][CH:8]=1)[NH2:4].[CH:11]([C:13]1[CH:23]=[CH:22][C:16]([O:17][CH2:18][C:19]([OH:21])=[O:20])=[CH:15][CH:14]=1)=O.COC1C=C(OC)C=C2C=1C(=O)NC(C1C=CC=CN=1)=N2. No catalyst specified. The product is [O:9]=[C:1]1[C:2]2[C:3](=[CH:5][CH:6]=[CH:7][CH:8]=2)[N:4]=[C:11]([C:13]2[CH:23]=[CH:22][C:16]([O:17][CH2:18][C:19]([OH:21])=[O:20])=[CH:15][CH:14]=2)[NH:10]1. The yield is 0.730.